This data is from Peptide-MHC class II binding affinity with 134,281 pairs from IEDB. The task is: Regression. Given a peptide amino acid sequence and an MHC pseudo amino acid sequence, predict their binding affinity value. This is MHC class II binding data. (1) The peptide sequence is VLSYVIGLLPQDMVI. The MHC is DRB1_0901 with pseudo-sequence DRB1_0901. The binding affinity (normalized) is 0.806. (2) The peptide sequence is DLGYAPATPAAPGAG. The MHC is HLA-DPA10103-DPB10301 with pseudo-sequence HLA-DPA10103-DPB10301. The binding affinity (normalized) is 0.160. (3) The peptide sequence is AFKVAATAGNAAPAN. The MHC is HLA-DPA10201-DPB11401 with pseudo-sequence HLA-DPA10201-DPB11401. The binding affinity (normalized) is 0.768.